Dataset: Reaction yield outcomes from USPTO patents with 853,638 reactions. Task: Predict the reaction yield, written as a fraction of the theoretical maximum amount of product (1.0 means a 100% yield; for example, 0.34 means a 34% yield). The reactants are [Cl:1][C:2]1[CH:38]=[CH:37][C:5]2[NH:6][C:7]([C@@H:9]([NH:11][C:12](=[O:36])[C:13]3[CH:18]=[CH:17][C:16]([C:19]([N:21]4[CH2:25][CH2:24][CH2:23][C@H:22]4[CH2:26][NH:27]C(OC(C)(C)C)=O)=[O:20])=[C:15]([Cl:35])[CH:14]=3)[CH3:10])=[N:8][C:4]=2[CH:3]=1.FC(F)(F)C(O)=O.ClCCl.CO.N.ClCl. No catalyst specified. The product is [Cl:1][C:2]1[CH:38]=[CH:37][C:5]2[NH:6][C:7]([C@@H:9]([NH:11][C:12](=[O:36])[C:13]3[CH:18]=[CH:17][C:16]([C:19]([N:21]4[CH2:25][CH2:24][CH2:23][C@H:22]4[CH2:26][NH2:27])=[O:20])=[C:15]([Cl:35])[CH:14]=3)[CH3:10])=[N:8][C:4]=2[CH:3]=1. The yield is 0.910.